This data is from Forward reaction prediction with 1.9M reactions from USPTO patents (1976-2016). The task is: Predict the product of the given reaction. Given the reactants [F:1][C:2]1[CH:7]=[CH:6][CH:5]=[C:4]([F:8])[C:3]=1[S:9]([NH:12][C:13]1[C:14]([F:23])=[C:15]([CH:20]=[CH:21][CH:22]=1)[C:16](OC)=[O:17])(=[O:11])=[O:10].[Li+].C[Si]([N-][Si](C)(C)C)(C)C.[Cl:34][C:35]1[N:40]=[C:39]([CH3:41])[CH:38]=[CH:37][N:36]=1.Cl, predict the reaction product. The product is: [Cl:34][C:35]1[N:40]=[C:39]([CH2:41][C:16]([C:15]2[C:14]([F:23])=[C:13]([NH:12][S:9]([C:3]3[C:2]([F:1])=[CH:7][CH:6]=[CH:5][C:4]=3[F:8])(=[O:10])=[O:11])[CH:22]=[CH:21][CH:20]=2)=[O:17])[CH:38]=[CH:37][N:36]=1.